This data is from Full USPTO retrosynthesis dataset with 1.9M reactions from patents (1976-2016). The task is: Predict the reactants needed to synthesize the given product. (1) Given the product [Cl:24][C:25]1[N:26]=[C:27]([CH3:33])[NH:28][C:29]=1[C:30]([NH:1][CH2:2][C:3]1[CH:8]=[CH:7][C:6]([Cl:9])=[C:5]([O:10][C:11]2[CH:18]=[C:17]([C:19]([F:22])([F:20])[F:21])[CH:16]=[C:13]([C:14]#[N:15])[CH:12]=2)[C:4]=1[F:23])=[O:31], predict the reactants needed to synthesize it. The reactants are: [NH2:1][CH2:2][C:3]1[C:4]([F:23])=[C:5]([O:10][C:11]2[CH:12]=[C:13]([CH:16]=[C:17]([C:19]([F:22])([F:21])[F:20])[CH:18]=2)[C:14]#[N:15])[C:6]([Cl:9])=[CH:7][CH:8]=1.[Cl:24][C:25]1[N:26]=[C:27]([CH3:33])[NH:28][C:29]=1[C:30](O)=[O:31].CN(C(ON1N=NC2C=CC=NC1=2)=[N+](C)C)C.F[P-](F)(F)(F)(F)F.C(N(C(C)C)CC)(C)C. (2) Given the product [ClH:15].[NH:1]([C:2]1[CH:7]=[CH:6][C:5]([CH3:8])=[C:4]([OH:9])[CH:3]=1)[NH2:10], predict the reactants needed to synthesize it. The reactants are: [NH2:1][C:2]1[CH:7]=[CH:6][C:5]([CH3:8])=[C:4]([OH:9])[CH:3]=1.[N:10]([O-])=O.[Na+].[Sn](Cl)[Cl:15].